This data is from Reaction yield outcomes from USPTO patents with 853,638 reactions. The task is: Predict the reaction yield, written as a fraction of the theoretical maximum amount of product (1.0 means a 100% yield; for example, 0.34 means a 34% yield). (1) The reactants are [CH2:1]([C:4]1[C:13]([O:14][C:15]2[CH:20]=[CH:19][C:18]([S:21]([CH3:24])(=[O:23])=[O:22])=[CH:17][CH:16]=2)=[CH:12][C:7]([C:8]([O:10][CH3:11])=[O:9])=[CH:6][C:5]=1[C:25]([O:27][CH3:28])=[O:26])[CH:2]=[CH2:3]. The catalyst is C(Cl)Cl.C(#N)C.[Pd](Cl)Cl. The product is [CH3:24][S:21]([C:18]1[CH:17]=[CH:16][C:15]([O:14][C:13]2[C:4]([CH:1]=[CH:2][CH3:3])=[C:5]([C:25]([O:27][CH3:28])=[O:26])[CH:6]=[C:7]([CH:12]=2)[C:8]([O:10][CH3:11])=[O:9])=[CH:20][CH:19]=1)(=[O:22])=[O:23]. The yield is 0.880. (2) The reactants are Cl.Cl[C:3]1[CH:8]=[C:7]([C:9]2[CH:14]=[CH:13][CH:12]=[C:11]([Cl:15])[CH:10]=2)[N:6]=[C:5]2[CH2:16][CH2:17][CH2:18][C:4]=12.[NH2:19][C:20]1[CH:25]=[CH:24][C:23]([CH2:26][C:27]([CH3:30])([OH:29])[CH3:28])=[CH:22][CH:21]=1. No catalyst specified. The product is [Cl:15][C:11]1[CH:10]=[C:9]([C:7]2[N:6]=[C:5]3[CH2:16][CH2:17][CH2:18][C:4]3=[C:3]([NH:19][C:20]3[CH:21]=[CH:22][C:23]([CH2:26][C:27]([CH3:30])([OH:29])[CH3:28])=[CH:24][CH:25]=3)[CH:8]=2)[CH:14]=[CH:13][CH:12]=1. The yield is 0.730. (3) The reactants are [CH3:1][C:2]1[C:3](I)=[C:4]([OH:23])[CH:5]=[C:6]([CH3:22])[C:7]=1[CH2:8][C:9]1[CH:14]=[CH:13][C:12]([O:15][CH2:16][O:17][CH3:18])=[C:11]([CH:19]([CH3:21])[CH3:20])[CH:10]=1. The catalyst is CO.Cl[Pd](Cl)([P](C1C=CC=CC=1)(C1C=CC=CC=1)C1C=CC=CC=1)[P](C1C=CC=CC=1)(C1C=CC=CC=1)C1C=CC=CC=1. The product is [CH3:1][C:2]1[C:7]([CH2:8][C:9]2[CH:14]=[CH:13][C:12]([O:15][CH2:16][O:17][CH3:18])=[C:11]([CH:19]([CH3:21])[CH3:20])[CH:10]=2)=[C:6]([CH3:22])[CH:5]=[C:4]([OH:23])[C:3]=1[C:16]([O:15][CH3:12])=[O:17]. The yield is 0.380. (4) The reactants are [CH3:1][O:2][C:3](=[O:39])[C:4]1[CH:9]=[C:8]([O:10][C:11]2[CH:16]=[CH:15][C:14]([N+:17]([O-])=O)=[C:13]([NH:20][CH2:21][C:22]3[CH:27]=[CH:26][CH:25]=[CH:24][CH:23]=3)[CH:12]=2)[CH:7]=[CH:6][C:5]=1[NH:28][S:29]([C:32]1[CH:37]=[CH:36][C:35]([CH3:38])=[CH:34][CH:33]=1)(=[O:31])=[O:30].[Cl-].[NH4+]. The catalyst is C1COCC1.CO.O.[Fe]. The product is [CH3:1][O:2][C:3](=[O:39])[C:4]1[CH:9]=[C:8]([O:10][C:11]2[CH:16]=[CH:15][C:14]([NH2:17])=[C:13]([NH:20][CH2:21][C:22]3[CH:27]=[CH:26][CH:25]=[CH:24][CH:23]=3)[CH:12]=2)[CH:7]=[CH:6][C:5]=1[NH:28][S:29]([C:32]1[CH:33]=[CH:34][C:35]([CH3:38])=[CH:36][CH:37]=1)(=[O:31])=[O:30]. The yield is 0.720. (5) The reactants are [F:1][C:2]1[CH:7]=[CH:6][CH:5]=[CH:4][C:3]=1[N:8]1[C:12]([CH2:13][O:14][C:15]2[CH:23]=[CH:22][C:18]([C:19]([OH:21])=O)=[CH:17][N:16]=2)=[C:11]([CH3:24])[N:10]=[N:9]1.[CH:25]1([NH2:28])[CH2:27][CH2:26]1. No catalyst specified. The product is [CH:25]1([NH:28][C:19](=[O:21])[C:18]2[CH:22]=[CH:23][C:15]([O:14][CH2:13][C:12]3[N:8]([C:3]4[CH:4]=[CH:5][CH:6]=[CH:7][C:2]=4[F:1])[N:9]=[N:10][C:11]=3[CH3:24])=[N:16][CH:17]=2)[CH2:27][CH2:26]1. The yield is 0.830. (6) The reactants are [CH2:1]([S:3][C:4]1[N:12]=[C:11]2[C:7]([N:8]=[CH:9][N:10]2[C@@H:13]2[O:25][C@H:24]([CH2:26][O:27]C(=O)C)[C@@H:19]([O:20]C(=O)C)[C@H:14]2[O:15]C(=O)C)=[C:6](Cl)[N:5]=1)[CH3:2].[C:32]1([CH2:38][CH2:39][CH2:40][CH2:41][NH2:42])[CH:37]=[CH:36][CH:35]=[CH:34][CH:33]=1. No catalyst specified. The product is [CH2:1]([S:3][C:4]1[N:12]=[C:11]2[C:7]([N:8]=[CH:9][N:10]2[C@@H:13]2[O:25][C@H:24]([CH2:26][OH:27])[C@@H:19]([OH:20])[C@H:14]2[OH:15])=[C:6]([NH:42][CH2:41][CH2:40][CH2:39][CH2:38][C:32]2[CH:37]=[CH:36][CH:35]=[CH:34][CH:33]=2)[N:5]=1)[CH3:2]. The yield is 0.800. (7) The reactants are [CH3:1][O:2][C:3]1[CH:12]=[C:11]([O:13][CH3:14])[CH:10]=[C:9]([CH3:15])[C:4]=1[C:5]([O:7][CH3:8])=[O:6].C1C(=O)N([Br:23])C(=O)C1. The catalyst is C(Cl)(Cl)(Cl)Cl. The product is [Br:23][CH2:15][C:9]1[CH:10]=[C:11]([O:13][CH3:14])[CH:12]=[C:3]([O:2][CH3:1])[C:4]=1[C:5]([O:7][CH3:8])=[O:6]. The yield is 0.820. (8) The reactants are [CH:1]([C:4]1[C:9]([CH2:10][NH2:11])=[CH:8][N:7]=[CH:6][N:5]=1)([CH3:3])[CH3:2].[C:12](O[C:12]([O:14][C:15]([CH3:18])([CH3:17])[CH3:16])=[O:13])([O:14][C:15]([CH3:18])([CH3:17])[CH3:16])=[O:13].C(N(CC)CC)C.C(OCC)(=O)C. The catalyst is C1COCC1. The product is [CH:1]([C:4]1[C:9]([CH2:10][NH:11][C:12](=[O:13])[O:14][C:15]([CH3:18])([CH3:17])[CH3:16])=[CH:8][N:7]=[CH:6][N:5]=1)([CH3:3])[CH3:2]. The yield is 0.335. (9) The reactants are C([O:4][C:5]1[CH:10]=[CH:9][CH:8]=[CH:7][C:6]=1[C:11](=[O:22])[NH:12][C:13]1[S:14][C:15]([S:18]([CH3:21])(=[O:20])=[O:19])=[CH:16][N:17]=1)(=O)C.Cl. The catalyst is C1COCC1. The product is [OH:4][C:5]1[CH:10]=[CH:9][CH:8]=[CH:7][C:6]=1[C:11]([NH:12][C:13]1[S:14][C:15]([S:18]([CH3:21])(=[O:20])=[O:19])=[CH:16][N:17]=1)=[O:22]. The yield is 0.950.